This data is from Catalyst prediction with 721,799 reactions and 888 catalyst types from USPTO. The task is: Predict which catalyst facilitates the given reaction. (1) Reactant: [NH2:1][C:2]1[CH:3]=[C:4]([C:8]([C:10]2[C:14]3[CH:15]=[N:16][CH:17]=[C:18]([F:19])[C:13]=3[N:12]([C:20]([CH3:31])([CH3:30])[CH2:21][O:22][Si:23]([C:26]([CH3:29])([CH3:28])[CH3:27])([CH3:25])[CH3:24])[CH:11]=2)=[O:9])[CH:5]=[N:6][CH:7]=1.[F:32][C:33]([F:45])([F:44])[C:34]1[CH:39]=[CH:38][C:37]([CH2:40][C:41](O)=[O:42])=[CH:36][CH:35]=1.CCN(C(C)C)C(C)C.C(P1(=O)OP(CCC)(=O)OP(CCC)(=O)O1)CC. Product: [C:26]([Si:23]([CH3:24])([CH3:25])[O:22][CH2:21][C:20]([N:12]1[C:13]2[C:18]([F:19])=[CH:17][N:16]=[CH:15][C:14]=2[C:10]([C:8]([C:4]2[CH:3]=[C:2]([NH:1][C:41](=[O:42])[CH2:40][C:37]3[CH:36]=[CH:35][C:34]([C:33]([F:44])([F:32])[F:45])=[CH:39][CH:38]=3)[CH:7]=[N:6][CH:5]=2)=[O:9])=[CH:11]1)([CH3:31])[CH3:30])([CH3:29])([CH3:28])[CH3:27]. The catalyst class is: 1. (2) Reactant: [OH:1][N:2]=[C:3]([C:10]1[N:14]([CH3:15])[N:13]=[N:12][N:11]=1)[C:4]1[CH:9]=[CH:8][CH:7]=[CH:6][CH:5]=1.C(=O)([O-])[O-].[Cs+].[Cs+].[I-].[Na+].[Br:24][C:25]1[S:26][CH:27]=[C:28]([CH2:30]Br)[N:29]=1. Product: [Br:24][C:25]1[S:26][CH:27]=[C:28]([CH2:30][O:1][N:2]=[C:3]([C:10]2[N:14]([CH3:15])[N:13]=[N:12][N:11]=2)[C:4]2[CH:5]=[CH:6][CH:7]=[CH:8][CH:9]=2)[N:29]=1. The catalyst class is: 115. (3) Reactant: Cl.[O:2]1[C:6]2[CH:7]=[CH:8][C:9]([C:11]3[CH:16]=[CH:15][C:14]([C:17]4[N:18]([CH2:23][C@@H:24]5[CH2:28][CH2:27][NH:26][CH2:25]5)[C:19](=[O:22])[NH:20][N:21]=4)=[CH:13][CH:12]=3)=[CH:10][C:5]=2[CH:4]=[CH:3]1.CCN(C(C)C)C(C)C.[CH:38]1([C:43](Cl)=[O:44])[CH2:42][CH2:41][CH2:40][CH2:39]1. Product: [O:2]1[C:6]2[CH:7]=[CH:8][C:9]([C:11]3[CH:16]=[CH:15][C:14]([C:17]4[N:18]([CH2:23][C@@H:24]5[CH2:28][CH2:27][N:26]([C:43]([CH:38]6[CH2:42][CH2:41][CH2:40][CH2:39]6)=[O:44])[CH2:25]5)[C:19](=[O:22])[NH:20][N:21]=4)=[CH:13][CH:12]=3)=[CH:10][C:5]=2[CH:4]=[CH:3]1. The catalyst class is: 37. (4) Reactant: [OH:1][C:2]1([CH2:15][NH:16][C:17](=[O:22])[C:18]([F:21])([F:20])[F:19])[CH2:7][CH2:6][N:5](C(OC(C)(C)C)=O)[CH2:4][CH2:3]1. Product: [F:21][C:18]([F:19])([F:20])[C:17]([NH:16][CH2:15][C:2]1([OH:1])[CH2:7][CH2:6][NH:5][CH2:4][CH2:3]1)=[O:22]. The catalyst class is: 393. (5) Reactant: C(=O)([O-])[O-].[K+].[K+].[Cl:7][C:8]1[CH:13]=[CH:12][CH:11]=[CH:10][C:9]=1[N:14]1[C:22]2[CH2:21][CH2:20][N:19]([N:23]3[CH2:28][CH2:27][CH2:26][CH2:25][CH2:24]3)[C:18](=[O:29])[C:17]=2[C:16]([CH3:30])=[C:15]1[C:31]1[CH:36]=[CH:35][C:34]([OH:37])=[CH:33][CH:32]=1.I[CH2:39][CH2:40][CH2:41][C:42]([F:45])([F:44])[F:43].O. Product: [Cl:7][C:8]1[CH:13]=[CH:12][CH:11]=[CH:10][C:9]=1[N:14]1[C:22]2[CH2:21][CH2:20][N:19]([N:23]3[CH2:24][CH2:25][CH2:26][CH2:27][CH2:28]3)[C:18](=[O:29])[C:17]=2[C:16]([CH3:30])=[C:15]1[C:31]1[CH:32]=[CH:33][C:34]([O:37][CH2:39][CH2:40][CH2:41][C:42]([F:45])([F:44])[F:43])=[CH:35][CH:36]=1. The catalyst class is: 3. (6) Reactant: [CH3:1][C:2]1[CH:7]=[CH:6][N:5]=[C:4]([CH:8]=[CH:9][C:10]2[C:18]3[C:13](=[CH:14][C:15]([NH:19][C:20]4[CH:28]=[CH:27][CH:26]=[CH:25][C:21]=4[C:22](O)=[O:23])=[CH:16][CH:17]=3)[N:12](C3CCCCO3)[N:11]=2)[CH:3]=1.[N:35]1[CH:40]=[CH:39][CH:38]=[CH:37][C:36]=1[CH2:41][NH2:42]. Product: [CH3:1][C:2]1[CH:7]=[CH:6][N:5]=[C:4]([CH:8]=[CH:9][C:10]2[C:18]3[C:13](=[CH:14][C:15]([NH:19][C:20]4[CH:28]=[CH:27][CH:26]=[CH:25][C:21]=4[C:22]([NH:42][CH2:41][C:36]4[CH:37]=[CH:38][CH:39]=[CH:40][N:35]=4)=[O:23])=[CH:16][CH:17]=3)[NH:12][N:11]=2)[CH:3]=1. The catalyst class is: 237. (7) Reactant: [CH2:1]([O:8][C:9](=[O:28])[NH:10][C@@H:11]([CH3:27])[CH2:12][N:13]1[C:21]2[C:16](=[CH:17][CH:18]=[C:19]3[O:24][C:23]([CH2:25]O)=[CH:22][C:20]3=2)[CH:15]=[N:14]1)[C:2]1[CH:7]=[CH:6][CH:5]=[CH:4][CH:3]=1.S(Cl)(Cl)=O.[C-:33]#[N:34].[Na+].C(=O)(O)[O-].[Na+]. Product: [CH2:1]([O:8][C:9](=[O:28])[NH:10][C@@H:11]([CH3:27])[CH2:12][N:13]1[C:21]2[C:16](=[CH:17][CH:18]=[C:19]3[O:24][C:23]([CH2:25][C:33]#[N:34])=[CH:22][C:20]3=2)[CH:15]=[N:14]1)[C:2]1[CH:3]=[CH:4][CH:5]=[CH:6][CH:7]=1. The catalyst class is: 764. (8) Product: [CH2:1]([O:3][CH2:4][CH:5]1[C:14]2[C:9]3=[C:10]([CH2:15][NH:16][CH2:17][CH:18]([CH3:19])[N:8]3[CH2:7][CH2:6]1)[CH:11]=[CH:12][CH:13]=2)[CH3:2]. The catalyst class is: 2. Reactant: [CH2:1]([O:3][CH2:4][CH:5]1[C:14]2[C:9]3=[C:10]([CH2:15][N:16](C(OC(C)(C)C)=O)[CH2:17][CH:18]([CH3:19])[N:8]3[CH2:7][CH2:6]1)[CH:11]=[CH:12][CH:13]=2)[CH3:2].C(O)(C(F)(F)F)=O. (9) Reactant: [F:1][C:2]([F:19])([F:18])[C:3]1[CH:11]=[CH:10][C:9]2[N:8]3[CH2:12][CH2:13][O:14][CH2:15][C:7]3=[C:6](C=O)[C:5]=2[CH:4]=1.[CH2:20]([CH2:22][NH2:23])[OH:21].FC(F)(F)S([O-])(=O)=O.[Yb+3].FC(F)(F)S([O-])(=O)=O.FC(F)(F)S([O-])(=O)=O.[BH4-].[Na+]. Product: [F:18][C:2]([F:1])([F:19])[C:3]1[CH:11]=[CH:10][C:9]2[N:8]3[CH2:12][CH2:13][O:14][CH2:15][C:7]3=[C:6]([NH:23][CH2:22][CH2:20][OH:21])[C:5]=2[CH:4]=1. The catalyst class is: 11. (10) Reactant: [CH:1]1([N:6]([CH3:33])[S:7]([C:10]2[CH:11]=[CH:12][C:13]([N:16]3[C:20](=[O:21])[C:19]([CH:22]([C:27]4[CH:32]=[CH:31][CH:30]=[CH:29][CH:28]=4)[CH2:23][C:24]([O-:26])=O)=[CH:18][NH:17]3)=[N:14][CH:15]=2)(=[O:9])=[O:8])[CH2:5][CH2:4][CH2:3][CH2:2]1.CCN(C(C)C)C(C)C.[F:43][C:44]([F:48])([F:47])[CH2:45][NH2:46].CN(C(ON1N=NC2C=CC=CC1=2)=[N+](C)C)C.[B-](F)(F)(F)F. Product: [CH:1]1([N:6]([CH3:33])[S:7]([C:10]2[CH:11]=[CH:12][C:13]([N:16]3[C:20](=[O:21])[C:19]([CH:22]([C:27]4[CH:28]=[CH:29][CH:30]=[CH:31][CH:32]=4)[CH2:23][C:24]([NH:46][CH2:45][C:44]([F:48])([F:47])[F:43])=[O:26])=[CH:18][NH:17]3)=[N:14][CH:15]=2)(=[O:9])=[O:8])[CH2:2][CH2:3][CH2:4][CH2:5]1. The catalyst class is: 2.